This data is from Peptide-MHC class I binding affinity with 185,985 pairs from IEDB/IMGT. The task is: Regression. Given a peptide amino acid sequence and an MHC pseudo amino acid sequence, predict their binding affinity value. This is MHC class I binding data. (1) The binding affinity (normalized) is 0.534. The peptide sequence is KLAETRMGY. The MHC is HLA-A31:01 with pseudo-sequence HLA-A31:01. (2) The peptide sequence is LEEELPRLA. The MHC is Patr-B2401 with pseudo-sequence Patr-B2401. The binding affinity (normalized) is 0. (3) The peptide sequence is AFDIASVFF. The MHC is HLA-A02:01 with pseudo-sequence HLA-A02:01. The binding affinity (normalized) is 0.0847.